Dataset: Full USPTO retrosynthesis dataset with 1.9M reactions from patents (1976-2016). Task: Predict the reactants needed to synthesize the given product. (1) Given the product [CH3:47][S:46][C:42]1[N:41]=[C:40]([C:39]2[C:34]([O:33][C:30]3[CH:29]=[CH:28][C:27]([NH2:52])=[N:32][CH:31]=3)=[N:35][CH:36]=[CH:37][CH:38]=2)[CH:45]=[CH:44][N:43]=1, predict the reactants needed to synthesize it. The reactants are: C1(P(C2CCCCC2)C2C=CC=CC=2C2C=CC=CC=2)CCCCC1.Cl[C:27]1[N:32]=[CH:31][C:30]([O:33][C:34]2[C:39]([C:40]3[CH:45]=[CH:44][N:43]=[C:42]([S:46][CH3:47])[N:41]=3)=[CH:38][CH:37]=[CH:36][N:35]=2)=[CH:29][CH:28]=1.C[Si]([N-:52][Si](C)(C)C)(C)C.[Li+]. (2) Given the product [CH3:15][C:16]1[CH:21]=[CH:20][CH:19]=[CH:18][C:17]=1[C:2]1[O:6][C:5]([CH:7]=[O:8])=[CH:4][CH:3]=1, predict the reactants needed to synthesize it. The reactants are: Br[C:2]1[O:6][C:5]([CH:7]=[O:8])=[CH:4][CH:3]=1.C(=O)([O-])[O-].[K+].[K+].[CH3:15][C:16]1[CH:21]=[CH:20][CH:19]=[CH:18][C:17]=1B(O)O. (3) The reactants are: [Cl:1][C:2]1[CH:3]=[C:4]2[C:8](=[CH:9][CH:10]=1)[NH:7][C:6]([C:11]([NH:13][NH:14][C:15]([NH:17][C:18]1[CH:23]=[CH:22][CH:21]=[CH:20][CH:19]=1)=[O:16])=[O:12])=[CH:5]2.Br[CH2:25][CH2:26]Br.C(=O)([O-])[O-].[K+].[K+].C(O)(=O)CC(CC(O)=O)(C(O)=O)O. Given the product [O:16]=[C:15]1[N:14]([NH:13][C:11]([C:6]2[NH:7][C:8]3[C:4]([CH:5]=2)=[CH:3][C:2]([Cl:1])=[CH:10][CH:9]=3)=[O:12])[CH2:26][CH2:25][N:17]1[C:18]1[CH:23]=[CH:22][CH:21]=[CH:20][CH:19]=1, predict the reactants needed to synthesize it.